From a dataset of Catalyst prediction with 721,799 reactions and 888 catalyst types from USPTO. Predict which catalyst facilitates the given reaction. (1) Reactant: [C:1]([O:4][CH2:5][C:6]1[C:11]([N:12]2[CH2:24][CH2:23][C:22]3[N:21]4[C:16]([CH2:17][CH2:18][CH2:19][CH2:20]4)=[CH:15][C:14]=3[C:13]2=[O:25])=[CH:10][C:9]([F:26])=[CH:8][C:7]=1Br)(=[O:3])[CH3:2].[CH3:28][C@H:29]1[CH2:34][N:33]([CH:35]2[CH2:38][O:37][CH2:36]2)[C@H:32]([CH3:39])[CH2:31][N:30]1[C:40]1[CH:41]=[CH:42][C:43]([NH:46][C:47]2[C:48](=[O:63])[N:49]([CH3:62])[CH:50]=[C:51](B3OC(C)(C)C(C)(C)O3)[CH:52]=2)=[N:44][CH:45]=1.[O-]P([O-])([O-])=O.[K+].[K+].[K+].O.O.O.C([O-])(=O)C.[Na+]. Product: [C:1]([O:4][CH2:5][C:6]1[C:11]([N:12]2[CH2:24][CH2:23][C:22]3[N:21]4[C:16]([CH2:17][CH2:18][CH2:19][CH2:20]4)=[CH:15][C:14]=3[C:13]2=[O:25])=[CH:10][C:9]([F:26])=[CH:8][C:7]=1[C:51]1[CH:52]=[C:47]([NH:46][C:43]2[CH:42]=[CH:41][C:40]([N:30]3[CH2:31][C@@H:32]([CH3:39])[N:33]([CH:35]4[CH2:38][O:37][CH2:36]4)[CH2:34][C@@H:29]3[CH3:28])=[CH:45][N:44]=2)[C:48](=[O:63])[N:49]([CH3:62])[CH:50]=1)(=[O:3])[CH3:2]. The catalyst class is: 543. (2) Reactant: [Br:1][C:2]1[C:6]2[CH2:7][N:8]([C:11](OC(C)(C)C)=[O:12])[CH2:9][CH2:10][C:5]=2[N:4]([CH:18]2[CH2:20][CH2:19]2)[N:3]=1.Cl.[C:22](OC(=O)C)(=O)C.O. Product: [Br:1][C:2]1[C:6]2[CH2:7][N:8]([C:11](=[O:12])[CH3:22])[CH2:9][CH2:10][C:5]=2[N:4]([CH:18]2[CH2:20][CH2:19]2)[N:3]=1. The catalyst class is: 25. (3) Reactant: [CH3:1][C:2]1[CH:3]=[C:4]([CH2:11][CH:12]([C:14]2[N:18]([CH2:19][C:20]([CH3:23])([CH3:22])[CH3:21])[N:17]=[N:16][N:15]=2)[NH2:13])[CH:5]=[C:6]2[C:10]=1[NH:9][N:8]=[CH:7]2.[C:24](C1NC=CN=1)(C1NC=CN=1)=[O:25].[NH:36]1[CH2:41][CH2:40][CH:39]([N:42]2[CH2:51][C:50]3[C:45](=[CH:46][CH:47]=[CH:48][CH:49]=3)[NH:44][C:43]2=[O:52])[CH2:38][CH2:37]1. Product: [CH3:1][C:2]1[CH:3]=[C:4]([CH2:11][CH:12]([NH:13][C:24]([N:36]2[CH2:37][CH2:38][CH:39]([N:42]3[CH2:51][C:50]4[C:45](=[CH:46][CH:47]=[CH:48][CH:49]=4)[NH:44][C:43]3=[O:52])[CH2:40][CH2:41]2)=[O:25])[C:14]2[N:18]([CH2:19][C:20]([CH3:23])([CH3:22])[CH3:21])[N:17]=[N:16][N:15]=2)[CH:5]=[C:6]2[C:10]=1[NH:9][N:8]=[CH:7]2. The catalyst class is: 9. (4) Reactant: [O:1]1[C:5]2=[CH:6][N:7]=[CH:8][CH:9]=[C:4]2[CH:3]=[C:2]1[C:10]([NH:12][CH2:13][C:14]1[N:19]=[CH:18][C:17]([S:20]([CH:23]2[CH2:28][CH2:27][N:26](C(OC(C)(C)C)=O)[CH2:25][CH2:24]2)(=[O:22])=[O:21])=[CH:16][CH:15]=1)=[O:11].[C:36]([OH:42])([C:38]([F:41])([F:40])[F:39])=[O:37]. Product: [F:39][C:38]([F:41])([F:40])[C:36]([OH:42])=[O:37].[NH:26]1[CH2:27][CH2:28][CH:23]([S:20]([C:17]2[CH:16]=[CH:15][C:14]([CH2:13][NH:12][C:10]([C:2]3[O:1][C:5]4=[CH:6][N:7]=[CH:8][CH:9]=[C:4]4[CH:3]=3)=[O:11])=[N:19][CH:18]=2)(=[O:22])=[O:21])[CH2:24][CH2:25]1. The catalyst class is: 4. (5) Reactant: C(OCC)(=O)C.[ClH:7].[F:8][C:9]([F:47])([F:46])[C:10]1[CH:11]=[C:12]([CH:43]=[CH:44][CH:45]=1)[CH2:13][C:14]1[O:15][C:16]2[CH:22]=[CH:21][CH:20]=[C:19]([C:23]3[CH:24]=[C:25]([C:29]([NH:31][CH2:32][CH2:33][CH2:34][NH:35]C(=O)OC(C)(C)C)=[O:30])[CH:26]=[CH:27][CH:28]=3)[C:17]=2[CH:18]=1. Product: [ClH:7].[NH2:35][CH2:34][CH2:33][CH2:32][NH:31][C:29](=[O:30])[C:25]1[CH:26]=[CH:27][CH:28]=[C:23]([C:19]2[C:17]3[CH:18]=[C:14]([CH2:13][C:12]4[CH:43]=[CH:44][CH:45]=[C:10]([C:9]([F:8])([F:46])[F:47])[CH:11]=4)[O:15][C:16]=3[CH:22]=[CH:21][CH:20]=2)[CH:24]=1. The catalyst class is: 13. (6) Reactant: [CH3:1][O:2][C:3]1[CH:29]=[CH:28][C:6]([CH2:7][NH:8][C:9]2[N:17]=[C:16]([NH:18][CH2:19][CH2:20][CH2:21][OH:22])[N:15]=[C:14]3[C:10]=2[NH:11][C:12]([NH:23][CH2:24][CH2:25][CH2:26][OH:27])=[N:13]3)=[CH:5][CH:4]=1.[CH2:30](Br)[CH:31]=[CH2:32].C(=O)([O-])[O-].[K+].[K+]. Product: [CH3:1][O:2][C:3]1[CH:4]=[CH:5][C:6]([CH2:7][NH:8][C:9]2[N:17]=[C:16]([NH:18][CH2:19][CH2:20][CH2:21][OH:22])[N:15]=[C:14]3[C:10]=2[N:11]=[C:12]([NH:23][CH2:24][CH2:25][CH2:26][OH:27])[N:13]3[CH:31]([CH3:32])[CH3:30])=[CH:28][CH:29]=1. The catalyst class is: 9. (7) Reactant: [F:1][C:2]1[CH:7]=[CH:6][C:5]([N:8]2[CH:13]=[CH:12][C:11]3=[N:14][C:15]([CH2:17][O:18][C:19]4[CH:20]=[C:21]([CH3:25])[CH:22]=[CH:23][CH:24]=4)=[CH:16][N:10]3[C:9]2=[O:26])=[CH:4][CH:3]=1. Product: [F:1][C:2]1[CH:7]=[CH:6][C:5]([N:8]2[CH2:13][CH2:12][C:11]3=[N:14][C:15]([CH2:17][O:18][C:19]4[CH:20]=[C:21]([CH3:25])[CH:22]=[CH:23][CH:24]=4)=[CH:16][N:10]3[C:9]2=[O:26])=[CH:4][CH:3]=1. The catalyst class is: 227. (8) Reactant: O.[C:2]([OH:6])(=[O:5])[CH:3]=O.Cl.N1CC[O:11][CH2:10][CH2:9]1.O.[Cl:15][CH2:16][CH2:17][CH2:18][O:19][C:20]1[CH:25]=[CH:24][C:23](CC=O)=[CH:22][CH:21]=1. Product: [Cl:15][CH2:16][CH2:17][CH2:18][O:19][C:20]1[CH:25]=[CH:24][C:23]([C:3]2[CH:2]([OH:6])[O:5][C:10](=[O:11])[CH:9]=2)=[CH:22][CH:21]=1. The catalyst class is: 12. (9) Reactant: Cl.[Br:2][C:3]1[N:7]2[CH:8]=[C:9]([CH:21]3[CH2:23][CH2:22]3)[C:10]([O:12][CH2:13][C:14]3([CH3:20])[CH2:19][CH2:18][NH:17][CH2:16][CH2:15]3)=[CH:11][C:6]2=[N:5][N:4]=1.[CH:24](Br)([C:31]1[CH:36]=[CH:35][CH:34]=[CH:33][CH:32]=1)[C:25]1[CH:30]=[CH:29][CH:28]=[CH:27][CH:26]=1.C(=O)([O-])[O-].[K+].[K+]. Product: [CH:24]([N:17]1[CH2:18][CH2:19][C:14]([CH2:13][O:12][C:10]2[C:9]([CH:21]3[CH2:23][CH2:22]3)=[CH:8][N:7]3[C:3]([Br:2])=[N:4][N:5]=[C:6]3[CH:11]=2)([CH3:20])[CH2:15][CH2:16]1)([C:25]1[CH:30]=[CH:29][CH:28]=[CH:27][CH:26]=1)[C:31]1[CH:36]=[CH:35][CH:34]=[CH:33][CH:32]=1. The catalyst class is: 35. (10) Reactant: [C:1]([N:4]1[C:12]2[C:7](=[CH:8][CH:9]=[C:10]([N:13]([CH:24]3[CH2:29][CH2:28][N:27](CCCC4C=CC=CC=4)[CH2:26][CH2:25]3)[C:14](=[O:23])/[CH:15]=[CH:16]/[C:17]3[CH:22]=[CH:21][CH:20]=[CH:19][CH:18]=3)[CH:11]=2)[CH2:6][CH2:5]1)(=[O:3])[CH3:2].C([O-])([O-])=O.[Na+].[Na+].Br[CH:46]([C:51]1[CH:56]=[CH:55][CH:54]=[CH:53][CH:52]=1)[C:47]([O:49][CH3:50])=[O:48].O. Product: [CH3:50][O:49][C:47](=[O:48])[CH:46]([N:27]1[CH2:28][CH2:29][CH:24]([N:13]([C:10]2[CH:11]=[C:12]3[C:7]([CH2:6][CH2:5][N:4]3[C:1](=[O:3])[CH3:2])=[CH:8][CH:9]=2)[C:14](=[O:23])/[CH:15]=[CH:16]/[C:17]2[CH:22]=[CH:21][CH:20]=[CH:19][CH:18]=2)[CH2:25][CH2:26]1)[C:51]1[CH:56]=[CH:55][CH:54]=[CH:53][CH:52]=1. The catalyst class is: 85.